Predict the product of the given reaction. From a dataset of Forward reaction prediction with 1.9M reactions from USPTO patents (1976-2016). (1) Given the reactants [OH:1][CH2:2][CH2:3][CH2:4][CH2:5][OH:6].[OH-].[K+].S(O[CH:20]([CH2:22][O:23][CH2:24][C:25]1[CH:30]=[CH:29][CH:28]=[CH:27][CH:26]=1)[CH3:21])(C1C=CC(C)=CC=1)(=O)=O.O, predict the reaction product. The product is: [OH:1][CH2:2][CH2:3][CH2:4][CH2:5][O:6][CH:20]([CH2:22][O:23][CH2:24][C:25]1[CH:30]=[CH:29][CH:28]=[CH:27][CH:26]=1)[CH3:21]. (2) Given the reactants Cl[C:2]1[N:7]=[C:6]([NH:8][CH2:9][C:10]#[CH:11])[N:5]=[C:4]([N:12]([CH3:15])[O:13][CH3:14])[N:3]=1.Cl.[CH2:17]([O:19][C:20](=[O:24])[CH2:21][CH2:22][NH2:23])[CH3:18].C(N(CC)C(C)C)(C)C.C([O-])(O)=O.[Na+], predict the reaction product. The product is: [CH2:17]([O:19][C:20](=[O:24])[CH2:21][CH2:22][NH:23][C:2]1[N:3]=[C:4]([N:12]([O:13][CH3:14])[CH3:15])[N:5]=[C:6]([NH:8][CH2:9][C:10]#[CH:11])[N:7]=1)[CH3:18].